This data is from Full USPTO retrosynthesis dataset with 1.9M reactions from patents (1976-2016). The task is: Predict the reactants needed to synthesize the given product. Given the product [OH2:2].[CH3:1][O:2][C:3](=[O:28])[CH2:4][O:5][C:6]1[CH:14]=[C:13]2[CH:15]=[CH:16][CH:17]=[CH:18][C:12]2=[C:11]2[C:7]=1[C:8]([C:57](=[O:60])[C:68]([NH2:36])=[O:67])=[C:9]([CH2:26][CH3:27])[N:10]2[CH2:19][C:20]1[CH:25]=[CH:24][CH:23]=[CH:22][CH:21]=1.[NH2:36][C:57](=[O:60])[C:68]([C:8]1[C:7]2[C:11](=[C:12]3[CH:18]=[CH:17][CH:16]=[CH:15][C:13]3=[CH:14][C:6]=2[O:5][CH2:4][C:3]([O:2][CH3:1])=[O:28])[N:10]([CH2:19][C:20]2[CH:25]=[CH:24][CH:23]=[CH:22][CH:21]=2)[C:9]=1[CH2:26][CH3:27])=[O:67], predict the reactants needed to synthesize it. The reactants are: [CH3:1][O:2][C:3](=[O:28])[CH2:4][O:5][C:6]1[CH:14]=[C:13]2[CH:15]=[CH:16][CH:17]=[CH:18][C:12]2=[C:11]2[C:7]=1[CH:8]=[C:9]([CH2:26][CH3:27])[N:10]2[CH2:19][C:20]1[CH:25]=[CH:24][CH:23]=[CH:22][CH:21]=1.C([N:36]1C2C(=C(OC)C=C3C=CC=CC3=2)C=C1CC)C1C=CC=CC=1.B(Br)(Br)Br.[C:57](=[O:60])([O-])[O-].[Cs+].[Cs+].BrCC([O:67][CH3:68])=O.